Dataset: Forward reaction prediction with 1.9M reactions from USPTO patents (1976-2016). Task: Predict the product of the given reaction. (1) Given the reactants [CH2:1]([C:3]([OH:35])([CH2:33][CH3:34])/[CH:4]=[CH:5]/[C:6]1[CH:11]=[CH:10][C:9]([C:12]([CH2:30][CH3:31])([C:15]2[CH:20]=[CH:19][C:18]([B:21]3[O:25][C:24]([CH3:27])([CH3:26])[C:23]([CH3:29])([CH3:28])[O:22]3)=[CH:17][CH:16]=2)[CH2:13][CH3:14])=[CH:8][C:7]=1[CH3:32])[CH3:2].[H][H], predict the reaction product. The product is: [CH2:1]([C:3]([OH:35])([CH2:33][CH3:34])[CH2:4][CH2:5][C:6]1[CH:11]=[CH:10][C:9]([C:12]([CH2:30][CH3:31])([C:15]2[CH:20]=[CH:19][C:18]([B:21]3[O:25][C:24]([CH3:26])([CH3:27])[C:23]([CH3:29])([CH3:28])[O:22]3)=[CH:17][CH:16]=2)[CH2:13][CH3:14])=[CH:8][C:7]=1[CH3:32])[CH3:2]. (2) The product is: [OH:38][C@@H:36]([CH3:37])[C:34]([N:2]1[CH2:6][CH2:5][C@H:4]([NH:7][C:8]([C:10]2[C:14]3[N:15]=[CH:16][N:17]=[C:18]([C:19]4[C:27]5[O:26][CH2:25][O:24][C:23]=5[CH:22]=[CH:21][C:20]=4[O:28][CH2:29][CH:30]4[CH2:32][CH2:31]4)[C:13]=3[NH:12][CH:11]=2)=[O:9])[CH2:3]1)=[O:35]. Given the reactants Cl.[NH:2]1[CH2:6][CH2:5][C@H:4]([NH:7][C:8]([C:10]2[C:14]3[N:15]=[CH:16][N:17]=[C:18]([C:19]4[C:27]5[O:26][CH2:25][O:24][C:23]=5[CH:22]=[CH:21][C:20]=4[O:28][CH2:29][CH:30]4[CH2:32][CH2:31]4)[C:13]=3[NH:12][CH:11]=2)=[O:9])[CH2:3]1.Cl[C:34]([C@@H:36]([O:38]C(=O)C)[CH3:37])=[O:35], predict the reaction product. (3) Given the reactants Cl.[C:2](=[NH:7])([NH2:6])[CH2:3][CH2:4][CH3:5].C[O-].[Na+].[C:11]([C:13]1[CH:18]=[CH:17][CH:16]=[CH:15][C:14]=1[C:19]1[CH:24]=[CH:23][C:22]([CH2:25][CH:26]([C:31](=O)[CH2:32][CH2:33][CH2:34][CH3:35])[C:27](OC)=[O:28])=[CH:21][CH:20]=1)#[N:12], predict the reaction product. The product is: [CH2:32]([C:31]1[N:7]=[C:2]([CH2:3][CH2:4][CH3:5])[NH:6][C:27](=[O:28])[C:26]=1[CH2:25][C:22]1[CH:21]=[CH:20][C:19]([C:14]2[C:13]([C:11]#[N:12])=[CH:18][CH:17]=[CH:16][CH:15]=2)=[CH:24][CH:23]=1)[CH2:33][CH2:34][CH3:35]. (4) Given the reactants [N+:1]([C:4]1[CH:9]=[CH:8][C:7]([C:10]2[CH:15]=[CH:14][C:13]([C:16]([F:19])([F:18])[F:17])=[CH:12][CH:11]=2)=[CH:6][C:5]=1[CH2:20][NH2:21])([O-:3])=[O:2].[Si:22]([O:29][CH2:30][CH:31]=O)([C:25]([CH3:28])([CH3:27])[CH3:26])([CH3:24])[CH3:23].C(O[BH-](OC(=O)C)OC(=O)C)(=O)C.[Na+], predict the reaction product. The product is: [CH3:26][C:25]([Si:22]([CH3:24])([CH3:23])[O:29][CH2:30][CH2:31][NH:21][CH2:20][C:5]1[CH:6]=[C:7]([C:10]2[CH:11]=[CH:12][C:13]([C:16]([F:17])([F:18])[F:19])=[CH:14][CH:15]=2)[CH:8]=[CH:9][C:4]=1[N+:1]([O-:3])=[O:2])([CH3:28])[CH3:27]. (5) Given the reactants C([O:3][C:4]([C:6]1([CH2:21][CH2:22]OC)[CH2:11][CH2:10][N:9]([S:12]([C:15]2[CH:20]=[CH:19][CH:18]=[CH:17][CH:16]=2)(=[O:14])=[O:13])[CH2:8][CH2:7]1)=O)C.[Cl-].C[Al+]C.[CH:29]([O:32][C:33]1[CH:39]=[CH:38][C:36]([NH2:37])=[CH:35][CH:34]=1)([CH3:31])[CH3:30], predict the reaction product. The product is: [C:15]1([S:12]([N:9]2[CH2:8][CH2:7][C:6]3([C:4](=[O:3])[N:37]([C:36]4[CH:38]=[CH:39][C:33]([O:32][CH:29]([CH3:31])[CH3:30])=[CH:34][CH:35]=4)[CH2:22][CH2:21]3)[CH2:11][CH2:10]2)(=[O:13])=[O:14])[CH:16]=[CH:17][CH:18]=[CH:19][CH:20]=1.